The task is: Predict the product of the given reaction.. This data is from Forward reaction prediction with 1.9M reactions from USPTO patents (1976-2016). (1) Given the reactants Cl.ClC[N:4]1[CH:8]=[C:7]([CH3:9])[CH:6]=[N:5]1.[F:10][C:11]([F:20])([F:19])[CH2:12][CH2:13][CH:14]([C:17]#[N:18])[C:15]#[N:16].C(=O)([O-])[O-].[K+].[K+].O, predict the reaction product. The product is: [CH3:9][C:7]1[CH:8]=[N:4][N:5]([C:14]([CH2:13][CH2:12][C:11]([F:19])([F:20])[F:10])([C:17]#[N:18])[C:15]#[N:16])[CH:6]=1. (2) Given the reactants [C:1]([O:5][C:6]([N:8]1[C:12]2=[N:13][CH:14]=[C:15](Br)[CH:16]=[C:11]2[C:10]([NH:18][C:19]([O:21][C:22]([CH3:25])([CH3:24])[CH3:23])=[O:20])=[N:9]1)=[O:7])([CH3:4])([CH3:3])[CH3:2].[B:26]1(B2OC(C)(C)C(C)(C)O2)[O:30]C(C)(C)C(C)(C)[O:27]1.ClCCl.C([O-])(=O)C.[K+].O1CCOCC1, predict the reaction product. The product is: [C:1]([O:5][C:6]([N:8]1[C:12]2=[N:13][CH:14]=[C:15]([B:26]([OH:30])[OH:27])[CH:16]=[C:11]2[C:10]([NH:18][C:19]([O:21][C:22]([CH3:25])([CH3:24])[CH3:23])=[O:20])=[N:9]1)=[O:7])([CH3:4])([CH3:3])[CH3:2]. (3) Given the reactants [CH2:1]([NH:8][C:9]([C:11]1[CH2:12][C:13]2[C:14]([N:17]=[N:18][CH:19]=2)=[N:15][CH:16]=1)=[O:10])[C:2]1[CH:7]=[CH:6][CH:5]=[CH:4][CH:3]=1.[Cl:20][S:21](O)(=[O:23])=[O:22], predict the reaction product. The product is: [NH:17]1[C:14]2=[N:15][CH:16]=[C:11]([C:9]([NH:8][CH2:1][C:2]3[CH:3]=[CH:4][C:5]([S:21]([Cl:20])(=[O:23])=[O:22])=[CH:6][CH:7]=3)=[O:10])[CH:12]=[C:13]2[CH:19]=[N:18]1.